From a dataset of Forward reaction prediction with 1.9M reactions from USPTO patents (1976-2016). Predict the product of the given reaction. (1) Given the reactants [C:1]([O:5][C:6]([N:8]([C:16]1[C:21](Cl)=[N:20][CH:19]=[C:18]([C:23]2[N:24]=[C:25]([N:32]([C:59]([O:61][C:62]([CH3:65])([CH3:64])[CH3:63])=[O:60])[C:33]3[CH:38]=[CH:37][C:36]([N:39]4[CH2:44][CH2:43][N:42]([CH:45]5[CH2:48][O:47][CH2:46]5)[CH2:41][CH2:40]4)=[C:35]([O:49][CH2:50][CH2:51][O:52][CH:53]4[CH2:58][CH2:57][CH2:56][CH2:55][O:54]4)[CH:34]=3)[C:26]3[N:27]([CH:29]=[CH:30][N:31]=3)[CH:28]=2)[N:17]=1)[C:9](=[O:15])[O:10][C:11]([CH3:14])([CH3:13])[CH3:12])=[O:7])([CH3:4])([CH3:3])[CH3:2].[CH3:66]B(O)O, predict the reaction product. The product is: [C:1]([O:5][C:6]([N:8]([C:16]1[C:21]([CH3:66])=[N:20][CH:19]=[C:18]([C:23]2[N:24]=[C:25]([N:32]([C:59]([O:61][C:62]([CH3:65])([CH3:64])[CH3:63])=[O:60])[C:33]3[CH:38]=[CH:37][C:36]([N:39]4[CH2:44][CH2:43][N:42]([CH:45]5[CH2:48][O:47][CH2:46]5)[CH2:41][CH2:40]4)=[C:35]([O:49][CH2:50][CH2:51][O:52][CH:53]4[CH2:58][CH2:57][CH2:56][CH2:55][O:54]4)[CH:34]=3)[C:26]3[N:27]([CH:29]=[CH:30][N:31]=3)[CH:28]=2)[N:17]=1)[C:9](=[O:15])[O:10][C:11]([CH3:14])([CH3:13])[CH3:12])=[O:7])([CH3:4])([CH3:3])[CH3:2]. (2) Given the reactants [C:1]([O:5][C:6]([NH:8][C@H:9]1[CH2:14][CH2:13][CH2:12][C@@H:11]([C:15]([OH:17])=[O:16])[CH2:10]1)=[O:7])([CH3:4])([CH3:3])[CH3:2].[C:18]([O-])([O-])=O.[K+].[K+].CI, predict the reaction product. The product is: [C:1]([O:5][C:6]([NH:8][C@@H:9]1[CH2:14][CH2:13][CH2:12][C@H:11]([C:15]([O:17][CH3:18])=[O:16])[CH2:10]1)=[O:7])([CH3:4])([CH3:2])[CH3:3].